This data is from Forward reaction prediction with 1.9M reactions from USPTO patents (1976-2016). The task is: Predict the product of the given reaction. (1) Given the reactants [CH3:1][C:2]1([CH3:19])[CH2:6][N:5]([C:7]2[CH:17]=[CH:16][C:10]([C:11]([O:13]CC)=O)=[CH:9][CH:8]=2)[C:4](=[O:18])[CH2:3]1.[CH:20]1([C:23]2[CH:24]=[C:25]([CH3:35])[C:26]([N:29]3[CH2:34][CH2:33][NH:32][CH2:31][CH2:30]3)=[N:27][CH:28]=2)[CH2:22][CH2:21]1, predict the reaction product. The product is: [CH:20]1([C:23]2[CH:24]=[C:25]([CH3:35])[C:26]([N:29]3[CH2:30][CH2:31][N:32]([C:11]([C:10]4[CH:9]=[CH:8][C:7]([N:5]5[CH2:6][C:2]([CH3:1])([CH3:19])[CH2:3][C:4]5=[O:18])=[CH:17][CH:16]=4)=[O:13])[CH2:33][CH2:34]3)=[N:27][CH:28]=2)[CH2:22][CH2:21]1. (2) Given the reactants [CH:1]1(/[CH:7]=[CH:8]/B(O)O)[CH2:6][CH2:5][CH2:4][CH2:3][CH2:2]1.Br[C:13]1[CH:14]=[N:15][CH:16]=[C:17]([CH:20]=1)[CH:18]=[O:19], predict the reaction product. The product is: [CH:1]1(/[CH:7]=[CH:8]/[C:13]2[CH:14]=[N:15][CH:16]=[C:17]([CH:20]=2)[CH:18]=[O:19])[CH2:6][CH2:5][CH2:4][CH2:3][CH2:2]1. (3) Given the reactants C(O[C:4]([CH:6]1[CH2:12][CH2:11][CH2:10][N:9]([C:13]([O:15][C:16]([CH3:19])([CH3:18])[CH3:17])=[O:14])[CH2:8][C:7]1=O)=[O:5])C.FC(F)(F)C([O-])=O.[CH2:28]([N+:30]([CH2:34][CH3:35])=[C:31]([NH2:33])[NH2:32])[CH3:29].[O-]CC.[Na+], predict the reaction product. The product is: [C:16]([O:15][C:13]([N:9]1[CH2:10][CH2:11][CH2:12][C:6]2[C:4]([OH:5])=[N:32][C:31]([N:30]([CH2:34][CH3:35])[CH2:28][CH3:29])=[N:33][C:7]=2[CH2:8]1)=[O:14])([CH3:17])([CH3:18])[CH3:19].